Dataset: Reaction yield outcomes from USPTO patents with 853,638 reactions. Task: Predict the reaction yield, written as a fraction of the theoretical maximum amount of product (1.0 means a 100% yield; for example, 0.34 means a 34% yield). (1) The reactants are [CH3:1][C:2]([O:5][C:6]([NH:8][CH:9]1[CH2:14][CH2:13][N:12]([CH2:15][CH2:16][NH:17][C:18]2[C:23]([NH:24][CH2:25][C:26]([O:28]CC)=O)=[CH:22][CH:21]=[C:20]([O:31][CH3:32])[N:19]=2)[CH2:11][CH2:10]1)=[O:7])([CH3:4])[CH3:3].C(OCC)(=O)C. The catalyst is C1(C)C=CC=CC=1.CCCCCC.[O-2].[O-2].[Mn+4]. The product is [CH3:32][O:31][C:20]1[CH:21]=[CH:22][C:23]2[N:24]=[CH:25][C:26](=[O:28])[N:17]([CH2:16][CH2:15][N:12]3[CH2:11][CH2:10][CH:9]([NH:8][C:6](=[O:7])[O:5][C:2]([CH3:1])([CH3:3])[CH3:4])[CH2:14][CH2:13]3)[C:18]=2[N:19]=1. The yield is 0.430. (2) The reactants are [O:1]1[CH2:6][CH2:5][CH:4]([C:7]([C:9]2[S:13][C:12]([NH2:14])=[N:11][C:10]=2[C:15]2[O:16][CH:17]=[CH:18][CH:19]=2)=[O:8])[CH2:3][CH2:2]1.[CH3:20][N:21]([CH3:31])[C:22]1[CH:30]=[CH:29][C:25]([C:26](O)=[O:27])=[CH:24][CH:23]=1.CCN=C=NCCCN(C)C.Cl.O.ON1C2C=CC=CC=2N=N1. The catalyst is CN(C=O)C.O. The product is [CH3:20][N:21]([CH3:31])[C:22]1[CH:30]=[CH:29][C:25]([C:26]([NH:14][C:12]2[S:13][C:9]([C:7]([CH:4]3[CH2:5][CH2:6][O:1][CH2:2][CH2:3]3)=[O:8])=[C:10]([C:15]3[O:16][CH:17]=[CH:18][CH:19]=3)[N:11]=2)=[O:27])=[CH:24][CH:23]=1. The yield is 0.0300. (3) The reactants are [O:1]1[CH2:6][CH2:5][C:4](=O)[CH2:3][CH2:2]1.[C:8]([O:12][C:13]([CH3:16])([CH3:15])[CH3:14])(=[O:11])[NH:9][NH2:10]. The product is [C:13]([O:12][C:8]([NH:9][N:10]=[C:4]1[CH2:5][CH2:6][O:1][CH2:2][CH2:3]1)=[O:11])([CH3:16])([CH3:15])[CH3:14]. No catalyst specified. The yield is 0.620.